Dataset: Retrosynthesis with 50K atom-mapped reactions and 10 reaction types from USPTO. Task: Predict the reactants needed to synthesize the given product. (1) Given the product NC(=S)NC(=S)Nc1ccccc1, predict the reactants needed to synthesize it. The reactants are: NC(N)=S.S=C=Nc1ccccc1. (2) Given the product CC(C)CCn1c(Cn2c(=O)n(CC(=O)OC(C)(C)C)c3ccccc32)nc2cc(C#N)ccc21, predict the reactants needed to synthesize it. The reactants are: CC(C)(C)OC(=O)Cn1c(=O)[nH]c2ccccc21.CC(C)CCn1c(CCl)nc2cc(C#N)ccc21. (3) The reactants are: CCOC(=O)Cc1c2c(c3ccccn13)CC(N(C)S(=O)(=O)c1ccc(F)cc1)CC2. Given the product CN(C1CCc2c(c3ccccn3c2CC(=O)O)C1)S(=O)(=O)c1ccc(F)cc1, predict the reactants needed to synthesize it. (4) Given the product CCOC(=O)CCc1ccc(OCc2cc(OC)c(CO[Si](C)(C)C(C)(C)C)s2)cc1F, predict the reactants needed to synthesize it. The reactants are: CCOC(=O)CCc1ccc(O)cc1F.COc1cc(CBr)sc1CO[Si](C)(C)C(C)(C)C. (5) Given the product COCCOc1cc(-c2cncc(C#N)c2Nc2cc(OC)c(Cl)cc2Cl)ccc1OC, predict the reactants needed to synthesize it. The reactants are: COCCOc1cc(-c2cncc(C#N)c2Cl)ccc1OC.COc1cc(N)c(Cl)cc1Cl. (6) Given the product O=C(c1ccc(F)c([N+](=O)[O-])c1)N(CC(F)(F)F)CC(F)(F)F, predict the reactants needed to synthesize it. The reactants are: FC(F)(F)CNCC(F)(F)F.O=C(O)c1ccc(F)c([N+](=O)[O-])c1. (7) Given the product CNc1ncc2cc(Br)ccc2n1, predict the reactants needed to synthesize it. The reactants are: CN.Clc1ncc2cc(Br)ccc2n1.